From a dataset of Forward reaction prediction with 1.9M reactions from USPTO patents (1976-2016). Predict the product of the given reaction. (1) Given the reactants [C:1]([C:4]1[CH:13]=[CH:12][C:7]([C:8]([O:10][CH3:11])=[O:9])=[CH:6][CH:5]=1)(=[O:3])[CH3:2].[CH3:14][N:15]([CH:17](OC)OC)[CH3:16], predict the reaction product. The product is: [CH3:14][N:15]([CH3:17])/[CH:16]=[CH:2]/[C:1]([C:4]1[CH:13]=[CH:12][C:7]([C:8]([O:10][CH3:11])=[O:9])=[CH:6][CH:5]=1)=[O:3]. (2) The product is: [Cl:1][C:2]1[N:3]=[C:4]([N:21]([CH3:22])[CH3:20])[C:5]2[CH2:10][CH2:9][CH:8]([C:11]3[CH:16]=[CH:15][C:14]([F:17])=[C:13]([F:18])[CH:12]=3)[C:6]=2[N:7]=1. Given the reactants [Cl:1][C:2]1[N:3]=[C:4](Cl)[C:5]2[CH2:10][CH2:9][CH:8]([C:11]3[CH:16]=[CH:15][C:14]([F:17])=[C:13]([F:18])[CH:12]=3)[C:6]=2[N:7]=1.[CH3:20][NH:21][CH3:22], predict the reaction product. (3) Given the reactants [F:1][C:2]([C:5]1[CH:6]=[C:7]([NH2:12])[CH:8]=[CH:9][C:10]=1[F:11])([F:4])[CH3:3].C([O:20][CH2:21][CH3:22])(OCC)OCC.[N+:23]([CH2:26]C(OCC)=O)([O-])=O.[C:32](O)(=O)C, predict the reaction product. The product is: [F:4][C:2]([C:5]1[CH:6]=[C:7]([N:12]2[CH:32]=[C:22]([CH2:21][OH:20])[N:23]=[CH:26]2)[CH:8]=[CH:9][C:10]=1[F:11])([F:1])[CH3:3]. (4) Given the reactants CSC.B.[F:5][C:6]1([F:25])[O:23][C:10]2([CH2:15][CH2:14][N:13]([C:16]([O:18][C:19]([CH3:22])([CH3:21])[CH3:20])=[O:17])[CH2:12][CH2:11]2)[CH2:9][NH:8][C:7]1=O.CN(C)CCN.O1[CH2:36][CH2:35][CH2:34][CH2:33]1, predict the reaction product. The product is: [CH2:33]([N:8]1[CH2:7][C:6]([F:25])([F:5])[O:23][C:10]2([CH2:11][CH2:12][N:13]([C:16]([O:18][C:19]([CH3:22])([CH3:21])[CH3:20])=[O:17])[CH2:14][CH2:15]2)[CH2:9]1)[C:34]#[C:35][CH3:36].